Dataset: Forward reaction prediction with 1.9M reactions from USPTO patents (1976-2016). Task: Predict the product of the given reaction. The product is: [C:16]([O:9][CH2:8][CH2:7][C:1]1[CH:6]=[CH:5][CH:4]=[CH:3][CH:2]=1)(=[O:20])[CH:17]=[CH2:18]. Given the reactants [C:1]1([CH2:7][CH2:8][OH:9])[CH:6]=[CH:5][CH:4]=[CH:3][CH:2]=1.C(=O)([O-])[O-].[K+].[K+].[C:16](Cl)(=[O:20])[C:17](C)=[CH2:18].CO, predict the reaction product.